From a dataset of Catalyst prediction with 721,799 reactions and 888 catalyst types from USPTO. Predict which catalyst facilitates the given reaction. (1) Reactant: [NH2:1][C@H:2]([C:5]1[N:14]([C:15]2[CH:20]=[CH:19][CH:18]=[C:17]([O:21][CH2:22][C:23]([F:26])([F:25])[F:24])[CH:16]=2)[C:13](=[O:27])[C:12]2[C:7](=[CH:8][CH:9]=[CH:10][C:11]=2[F:28])[N:6]=1)[CH2:3][CH3:4].Cl[C:30]1[CH:35]=[CH:34][N:33]=[C:32]2[NH:36][CH:37]=[CH:38][C:31]=12.C(N(C(C)C)CC)(C)C. Product: [NH:36]1[C:32]2=[N:33][CH:34]=[CH:35][C:30]([NH:1][C@H:2]([C:5]3[N:14]([C:15]4[CH:20]=[CH:19][CH:18]=[C:17]([O:21][CH2:22][C:23]([F:26])([F:24])[F:25])[CH:16]=4)[C:13](=[O:27])[C:12]4[C:7](=[CH:8][CH:9]=[CH:10][C:11]=4[F:28])[N:6]=3)[CH2:3][CH3:4])=[C:31]2[CH:38]=[CH:37]1. The catalyst class is: 218. (2) Reactant: C([O:5][C:6]([C:8]1[C:13]([O:14][CH2:15][C:16]2[CH:21]=[CH:20][CH:19]=[CH:18][CH:17]=2)=[C:12]([OH:22])[N:11]=[C:10]([CH2:23][C:24]2([C:29]3[CH:34]=[CH:33][CH:32]=[CH:31][CH:30]=3)[CH2:28][CH2:27][CH2:26][CH2:25]2)[N:9]=1)=[O:7])(C)(C)C. Product: [CH2:15]([O:14][C:13]1[C:8]([C:6]([OH:7])=[O:5])=[N:9][C:10]([CH2:23][C:24]2([C:29]3[CH:34]=[CH:33][CH:32]=[CH:31][CH:30]=3)[CH2:25][CH2:26][CH2:27][CH2:28]2)=[N:11][C:12]=1[OH:22])[C:16]1[CH:21]=[CH:20][CH:19]=[CH:18][CH:17]=1. The catalyst class is: 30.